This data is from Reaction yield outcomes from USPTO patents with 853,638 reactions. The task is: Predict the reaction yield, written as a fraction of the theoretical maximum amount of product (1.0 means a 100% yield; for example, 0.34 means a 34% yield). (1) The reactants are [F:1][C:2]([F:39])([F:38])[C:3]1[CH:4]=[C:5]([C:13]([CH3:37])([CH3:36])[C:14]([N:16]([C:18]2[CH:19]=[N:20][C:21]([NH:31][CH2:32][CH2:33]SC)=[CH:22][C:23]=2[C:24]2[CH:29]=[CH:28][CH:27]=[CH:26][C:25]=2[Cl:30])[CH3:17])=[O:15])[CH:6]=[C:7]([C:9]([F:12])([F:11])[F:10])[CH:8]=1.[OH:40][S:41]([O-:44])(=O)=O.OS(O[O-])(=O)=O.OS(O[O-])(=O)=O.[O-]S([O-])(=O)=O.[K+].[K+].[K+].[K+].[K+].[CH3:67]O. No catalyst specified. The product is [F:39][C:2]([F:1])([F:38])[C:3]1[CH:4]=[C:5]([C:13]([CH3:37])([CH3:36])[C:14]([N:16]([C:18]2[CH:19]=[N:20][C:21]([NH:31][CH2:32][CH2:33][S:41]([CH3:67])(=[O:44])=[O:40])=[CH:22][C:23]=2[C:24]2[CH:29]=[CH:28][CH:27]=[CH:26][C:25]=2[Cl:30])[CH3:17])=[O:15])[CH:6]=[C:7]([C:9]([F:11])([F:12])[F:10])[CH:8]=1. The yield is 0.550. (2) The reactants are [NH2:1][C:2]1([CH2:15][NH:16][C:17](=[O:26])[C:18]2[CH:23]=[CH:22][C:21]([F:24])=[CH:20][C:19]=2[F:25])[CH2:6][CH2:5][N:4]([C:7]2[C:12](Br)=[C:11]([NH2:14])[N:10]=[CH:9][N:8]=2)[CH2:3]1.[F:27][C:28]1[CH:33]=[CH:32][C:31](B(O)O)=[CH:30][CH:29]=1.C1(P(C2CCCCC2)C2C=CC=CC=2C2C(OC)=CC=CC=2OC)CCCCC1.C(=O)([O-])[O-].[Cs+].[Cs+]. The catalyst is O1CCOCC1.O.C([O-])(=O)C.[Pd+2].C([O-])(=O)C. The product is [NH2:1][C:2]1([CH2:15][NH:16][C:17](=[O:26])[C:18]2[CH:23]=[CH:22][C:21]([F:24])=[CH:20][C:19]=2[F:25])[CH2:6][CH2:5][N:4]([C:7]2[C:12]([C:31]3[CH:32]=[CH:33][C:28]([F:27])=[CH:29][CH:30]=3)=[C:11]([NH2:14])[N:10]=[CH:9][N:8]=2)[CH2:3]1. The yield is 0.610. (3) The reactants are CS(O[CH2:6][C:7]1[CH:12]=[CH:11][CH:10]=[C:9]([NH:13][C:14]([O:16][C:17]([CH3:20])([CH3:19])[CH3:18])=[O:15])[N:8]=1)(=O)=O.[NH:21]1[CH2:25][CH2:24][CH2:23][CH2:22]1.C([O-])([O-])=O.[K+].[K+].C([O-])(O)=O.[Na+]. The catalyst is C(#N)C. The product is [N:21]1([CH2:6][C:7]2[N:8]=[C:9]([NH:13][C:14](=[O:15])[O:16][C:17]([CH3:20])([CH3:19])[CH3:18])[CH:10]=[CH:11][CH:12]=2)[CH2:25][CH2:24][CH2:23][CH2:22]1. The yield is 0.620. (4) The reactants are Cl[C:2]1[C:3]([C:12]([O:14][CH2:15][CH3:16])=[O:13])=[N:4][C:5]2[C:10]([N:11]=1)=[CH:9][CH:8]=[CH:7][CH:6]=2.[CH3:17]B1OB(C)OB(C)O1.C(=O)([O-])[O-].[K+].[K+]. The catalyst is O1CCOCC1.C1C=CC(P(C2C=CC=CC=2)[C-]2C=CC=C2)=CC=1.C1C=CC(P(C2C=CC=CC=2)[C-]2C=CC=C2)=CC=1.Cl[Pd]Cl.[Fe+2]. The product is [CH3:17][C:2]1[C:3]([C:12]([O:14][CH2:15][CH3:16])=[O:13])=[N:4][C:5]2[C:10]([N:11]=1)=[CH:9][CH:8]=[CH:7][CH:6]=2. The yield is 0.800. (5) The reactants are Br[C:2]1[CH:7]=[CH:6][C:5](/[C:8](=[N:14]/[O:15][CH2:16][C:17]2[CH:22]=[CH:21][C:20]([O:23][CH2:24][C:25]3[N:26]=[C:27]([C:31]4[CH:36]=[CH:35][CH:34]=[CH:33][CH:32]=4)[O:28][C:29]=3[CH3:30])=[CH:19][CH:18]=2)/[C:9]([O:11]CC)=[O:10])=[CH:4][CH:3]=1.[S:37]1[CH:41]=[CH:40][C:39](B(O)O)=[CH:38]1.C(=O)([O-])[O-].[K+].[K+].C1(C)C=CC=CC=1. The catalyst is O.C(O)C. The product is [CH3:30][C:29]1[O:28][C:27]([C:31]2[CH:36]=[CH:35][CH:34]=[CH:33][CH:32]=2)=[N:26][C:25]=1[CH2:24][O:23][C:20]1[CH:21]=[CH:22][C:17]([CH2:16][O:15]/[N:14]=[C:8](/[C:5]2[CH:6]=[CH:7][C:2]([C:39]3[CH:40]=[CH:41][S:37][CH:38]=3)=[CH:3][CH:4]=2)\[C:9]([OH:11])=[O:10])=[CH:18][CH:19]=1. The yield is 0.580. (6) The reactants are [C:1](#[N:5])[CH2:2][C:3]#[N:4].C(N(CC)CC)C.[CH2:13]([N:15]1[C:20]2[CH:21]=[C:22]([I:25])[CH:23]=[CH:24][C:19]=2[C:18](=O)[O:17]C1=O)[CH3:14]. The catalyst is CN(C=O)C. The product is [NH2:4][C:3]1[N:15]([CH2:13][CH3:14])[C:20]2[C:19]([C:18](=[O:17])[C:2]=1[C:1]#[N:5])=[CH:24][CH:23]=[C:22]([I:25])[CH:21]=2. The yield is 0.260. (7) The reactants are [O:1]1[CH2:5][CH2:4][CH2:3][C@H:2]1[C:6](Cl)=[O:7].[BrH:9].[CH3:10]COCC.C(Cl)Cl. No catalyst specified. The product is [Br:9][CH2:10][C:6]([C@@H:2]1[CH2:3][CH2:4][CH2:5][O:1]1)=[O:7]. The yield is 0.350. (8) The reactants are [OH:1][C:2]1[CH:22]=[CH:21][C:5]([O:6][CH2:7][CH2:8][CH2:9][N:10]2[C:18](=[O:19])[C:17]3[C:12](=[CH:13][CH:14]=[CH:15][CH:16]=3)[C:11]2=[O:20])=[CH:4][CH:3]=1.[Br:23]Br. The catalyst is ClCCl. The product is [Br:23][C:3]1[CH:4]=[C:5]([CH:21]=[CH:22][C:2]=1[OH:1])[O:6][CH2:7][CH2:8][CH2:9][N:10]1[C:11](=[O:20])[C:12]2[C:17](=[CH:16][CH:15]=[CH:14][CH:13]=2)[C:18]1=[O:19]. The yield is 0.570. (9) The reactants are [CH:1]1([CH2:4][CH:5]=O)[CH2:3][CH2:2]1.ClCCl.[CH2:10]([O:12][C:13]([C@H:15]1[C@@H:20]([NH2:21])[C@H:19]2[CH2:22][C@@H:16]1[CH2:17][CH2:18]2)=[O:14])[CH3:11].C(O[BH-](OC(=O)C)OC(=O)C)(=O)C.[Na+]. The catalyst is CO.C(O)(=O)C. The product is [CH2:10]([O:12][C:13]([C@H:15]1[C@@H:20]([NH:21][CH2:5][CH2:4][CH:1]2[CH2:2][CH2:3]2)[C@H:19]2[CH2:22][C@@H:16]1[CH2:17][CH2:18]2)=[O:14])[CH3:11]. The yield is 0.849.